From a dataset of Catalyst prediction with 721,799 reactions and 888 catalyst types from USPTO. Predict which catalyst facilitates the given reaction. (1) Reactant: C(O)(=O)C.[CH:5]([NH2:7])=[NH:6].C([O:10][C:11]([C:13]1[C:17](N)=[C:16]([C:19]2[CH:24]=[CH:23][C:22]([C:25]([F:28])([F:27])[F:26])=[CH:21][CH:20]=2)[N:15]([C:29]2[CH:34]=[CH:33][CH:32]=[CH:31][C:30]=2[Cl:35])[N:14]=1)=O)C.C(OC(C1C(N)=C(C2C=CC(Cl)=CC=2)N(C2C=CC=CC=2Cl)N=1)=O)C. Product: [Cl:35][C:30]1[CH:31]=[CH:32][CH:33]=[CH:34][C:29]=1[N:15]1[C:16]([C:19]2[CH:24]=[CH:23][C:22]([C:25]([F:28])([F:26])[F:27])=[CH:21][CH:20]=2)=[C:17]2[N:6]=[CH:5][N:7]=[C:11]([OH:10])[C:13]2=[N:14]1. The catalyst class is: 8. (2) The catalyst class is: 11. Reactant: [O:1]=[C:2]1[CH2:6][CH:5]([CH2:7][CH2:8][CH3:9])[CH2:4][N:3]1[CH2:10][N:11]1[C:15](C(O)=O)=[CH:14][N:13]=[CH:12]1.C1(P(N=[N+]=[N-])(C2C=CC=CC=2)=[O:26])C=CC=CC=1.N#N.[CH2:38]([OH:45])[C:39]1[CH:44]=[CH:43][CH:42]=[CH:41][CH:40]=1.CC[N:48]([CH2:51]C)CC. Product: [O:1]=[C:2]1[CH2:6][CH:5]([CH2:7][CH2:8][CH3:9])[CH2:4][N:3]1[CH2:10][N:11]1[C:15]([NH:48][C:51](=[O:26])[O:45][CH2:38][C:39]2[CH:44]=[CH:43][CH:42]=[CH:41][CH:40]=2)=[CH:14][N:13]=[CH:12]1. (3) Reactant: [CH3:1][O:2][C:3]1[CH:4]=[C:5]2[C:10](=[CH:11][C:12]=1[O:13][CH3:14])[N:9]=[CH:8][CH:7]=[C:6]2[O:15][C:16]1[CH:22]=[CH:21][C:19]([NH2:20])=[CH:18][CH:17]=1.C(N(CC)CC)C.ClC(Cl)(O[C:34](=[O:40])OC(Cl)(Cl)Cl)Cl.[Br:42][C:43]1[CH:48]=[CH:47][C:46]([C@@H:49]([NH2:51])[CH3:50])=[CH:45][CH:44]=1. Product: [Br:42][C:43]1[CH:48]=[CH:47][C:46]([C@@H:49]([NH:51][C:34]([NH:20][C:19]2[CH:21]=[CH:22][C:16]([O:15][C:6]3[C:5]4[C:10](=[CH:11][C:12]([O:13][CH3:14])=[C:3]([O:2][CH3:1])[CH:4]=4)[N:9]=[CH:8][CH:7]=3)=[CH:17][CH:18]=2)=[O:40])[CH3:50])=[CH:45][CH:44]=1. The catalyst class is: 22. (4) Reactant: [N+:1]([C:4]1[CH:9]=[CH:8][C:7]([N:10]2[C:19]3[C:14](=[CH:15][C:16]([F:26])=[C:17]([N:20]4[CH2:25][CH2:24][NH:23][CH2:22][CH2:21]4)[CH:18]=3)[C:13](=[O:27])[C:12]([C:28]([OH:30])=[O:29])=[CH:11]2)=[C:6]([F:31])[CH:5]=1)([O-:3])=[O:2].Br[CH2:33][C:34]([C:36]1[CH:41]=[CH:40][C:39]([O:42][CH3:43])=[CH:38][CH:37]=1)=[O:35].C(=O)(O)[O-].[Na+]. Product: [N+:1]([C:4]1[CH:9]=[CH:8][C:7]([N:10]2[C:19]3[C:14](=[CH:15][C:16]([F:26])=[C:17]([N:20]4[CH2:25][CH2:24][N:23]([CH2:33][C:34]([C:36]5[CH:41]=[CH:40][C:39]([O:42][CH3:43])=[CH:38][CH:37]=5)=[O:35])[CH2:22][CH2:21]4)[CH:18]=3)[C:13](=[O:27])[C:12]([C:28]([OH:30])=[O:29])=[CH:11]2)=[C:6]([F:31])[CH:5]=1)([O-:3])=[O:2]. The catalyst class is: 3. (5) Reactant: [N:1]1[C:2]([C:10]2[CH:11]=[C:12]([NH:16]C(=O)OC(C)(C)C)[CH:13]=[CH:14][CH:15]=2)=[CH:3][N:4]2[C:9]=1[CH:8]=[CH:7][CH:6]=[N:5]2.C(O)(C(F)(F)F)=O.[OH-].[Na+]. Product: [N:1]1[C:2]([C:10]2[CH:11]=[C:12]([CH:13]=[CH:14][CH:15]=2)[NH2:16])=[CH:3][N:4]2[C:9]=1[CH:8]=[CH:7][CH:6]=[N:5]2. The catalyst class is: 2. (6) Reactant: Br[C:2]1[C:6]2[C:7]([NH2:17])=[N:8][CH:9]=[C:10]([C:11]3[CH:12]=[N:13][CH:14]=[CH:15][CH:16]=3)[C:5]=2[S:4][CH:3]=1.[F:18][C:19]1[CH:24]=[CH:23][C:22]([C:25]([F:28])([F:27])[F:26])=[CH:21][C:20]=1[NH:29][C:30]([NH:32][C:33]1[CH:38]=[CH:37][CH:36]=[C:35](B2OC(C)(C)C(C)(C)O2)[CH:34]=1)=[O:31].C([O-])([O-])=O.[Na+].[Na+]. Product: [NH2:17][C:7]1[C:6]2[C:2]([C:37]3[CH:38]=[C:33]([NH:32][C:30]([NH:29][C:20]4[CH:21]=[C:22]([C:25]([F:28])([F:27])[F:26])[CH:23]=[CH:24][C:19]=4[F:18])=[O:31])[CH:34]=[CH:35][CH:36]=3)=[CH:3][S:4][C:5]=2[C:10]([C:11]2[CH:12]=[N:13][CH:14]=[CH:15][CH:16]=2)=[CH:9][N:8]=1. The catalyst class is: 104.